This data is from Full USPTO retrosynthesis dataset with 1.9M reactions from patents (1976-2016). The task is: Predict the reactants needed to synthesize the given product. (1) Given the product [NH2:15][CH:16]([C:23]1[CH:28]=[CH:27][C:26]2[O:29][CH2:30][O:31][C:25]=2[CH:24]=1)[CH2:17][C:18]([OH:20])=[O:19], predict the reactants needed to synthesize it. The reactants are: P([O-])([O-])([O-])=O.[K+].[K+].[K+].COC(C)(C)C.[NH2:15][CH:16]([C:23]1[CH:28]=[CH:27][C:26]2[O:29][CH2:30][O:31][C:25]=2[CH:24]=1)[CH2:17][C:18]([O:20]CC)=[O:19]. (2) Given the product [Cl:1][C:2]1[S:10][C:9]2[S:8](=[O:12])(=[O:11])[NH:7][CH2:6][N:5]([CH2:13][CH2:14][F:15])[C:4]=2[CH:3]=1, predict the reactants needed to synthesize it. The reactants are: [Cl:1][C:2]1[S:10][C:9]2[S:8](=[O:12])(=[O:11])[N:7]=[CH:6][N:5]([CH2:13][CH2:14][F:15])[C:4]=2[CH:3]=1.[BH4-].[Na+].Cl. (3) Given the product [ClH:25].[ClH:25].[CH3:45][N:41]1[CH:42]=[CH:43][CH:44]=[C:39]([CH2:38][N:33]2[C:34]3[C:30](=[C:29]([NH:28][C:20]([C:17]4[N:14]5[CH:15]=[CH:16][C:11]([O:10][CH2:9][CH2:8][N:5]6[CH2:6][CH2:7][N:2]([CH3:1])[CH2:3][CH2:4]6)=[CH:12][C:13]5=[N:19][CH:18]=4)=[O:22])[CH:37]=[CH:36][CH:35]=3)[CH:31]=[N:32]2)[C:40]1=[O:46], predict the reactants needed to synthesize it. The reactants are: [CH3:1][N:2]1[CH2:7][CH2:6][N:5]([CH2:8][CH2:9][O:10][C:11]2[CH:16]=[CH:15][N:14]3[C:17]([C:20]([OH:22])=O)=[CH:18][N:19]=[C:13]3[CH:12]=2)[CH2:4][CH2:3]1.P(Cl)(Cl)([Cl:25])=O.[NH2:28][C:29]1[CH:37]=[CH:36][CH:35]=[C:34]2[C:30]=1[CH:31]=[N:32][N:33]2[CH2:38][C:39]1[C:40](=[O:46])[N:41]([CH3:45])[CH:42]=[CH:43][CH:44]=1. (4) Given the product [CH3:12][C:5]1[C:6]([C:8]([O:10][CH3:11])=[O:9])=[N:7][C:2]([C:13]2[CH:18]=[CH:17][CH:16]=[CH:15][CH:14]=2)=[CH:3][CH:4]=1, predict the reactants needed to synthesize it. The reactants are: Cl[C:2]1[N:7]=[C:6]([C:8]([O:10][CH3:11])=[O:9])[C:5]([CH3:12])=[CH:4][CH:3]=1.[C:13]1(B(O)O)[CH:18]=[CH:17][CH:16]=[CH:15][CH:14]=1.C([O-])([O-])=O.[K+].[K+].C(Cl)Cl. (5) Given the product [CH3:8][O:9][CH2:10][CH2:11][N:12]1[CH:6]([C:2]2[S:1][CH:5]=[CH:4][CH:3]=2)[CH:14]([C:13]([NH:35][C:31]2[CH:30]=[C:29]3[C:34](=[CH:33][CH:32]=2)[N:25]=[CH:26][CH:27]=[N:28]3)=[O:24])[C:15]2[C:16](=[CH:20][CH:21]=[CH:22][CH:23]=2)[C:17]1=[O:19], predict the reactants needed to synthesize it. The reactants are: [S:1]1[CH:5]=[CH:4][CH:3]=[C:2]1[CH:6]=O.[CH3:8][O:9][CH2:10][CH2:11][NH2:12].[C:13]1(=[O:24])[O:19][C:17](=O)[C:16]2=[CH:20][CH:21]=[CH:22][CH:23]=[C:15]2[CH2:14]1.[N:25]1[C:34]2[C:29](=[CH:30][C:31]([NH2:35])=[CH:32][CH:33]=2)[N:28]=[CH:27][CH:26]=1. (6) Given the product [CH2:36]([C:9]1[N:8]([CH2:7][CH2:6][S:46][C:40]2[CH:45]=[CH:44][CH:43]=[CH:42][CH:41]=2)[C:20]2[C:19]3[CH2:18][CH2:17][CH2:16][CH2:15][C:14]=3[N:13]=[C:12]([N:21]([C:22]([O:24][C:25]([CH3:26])([CH3:28])[CH3:27])=[O:23])[C:29]([O:31][C:32]([CH3:35])([CH3:33])[CH3:34])=[O:30])[C:11]=2[N:10]=1)[CH2:37][CH2:38][CH3:39], predict the reactants needed to synthesize it. The reactants are: CS(O[CH2:6][CH2:7][N:8]1[C:20]2[C:19]3[CH2:18][CH2:17][CH2:16][CH2:15][C:14]=3[N:13]=[C:12]([N:21]([C:29]([O:31][C:32]([CH3:35])([CH3:34])[CH3:33])=[O:30])[C:22]([O:24][C:25]([CH3:28])([CH3:27])[CH3:26])=[O:23])[C:11]=2[N:10]=[C:9]1[CH2:36][CH2:37][CH2:38][CH3:39])(=O)=O.[C:40]1([SH:46])[CH:45]=[CH:44][CH:43]=[CH:42][CH:41]=1.C(N(CC)CC)C. (7) Given the product [Cl:20][C:17]1[CH:18]=[CH:19][C:14]([C:5]2[C:6]([C:8]3[CH:13]=[CH:12][N:11]=[CH:10][CH:9]=3)=[N:7][C:2]([NH:22][NH2:23])=[N:3][CH:4]=2)=[CH:15][CH:16]=1, predict the reactants needed to synthesize it. The reactants are: Cl[C:2]1[N:7]=[C:6]([C:8]2[CH:13]=[CH:12][N:11]=[CH:10][CH:9]=2)[C:5]([C:14]2[CH:19]=[CH:18][C:17]([Cl:20])=[CH:16][CH:15]=2)=[CH:4][N:3]=1.O.[NH2:22][NH2:23]. (8) The reactants are: [Cl:1][C:2]1[CH:7]=[CH:6][CH:5]=[CH:4][C:3]=1[CH:8]=[CH:9][CH2:10][C:11]1([CH2:19][C:20]#[C:21][C:22](=[O:27])[C:23]([CH3:26])([CH3:25])[CH3:24])[CH2:16][O:15][C:14]([CH3:18])([CH3:17])[O:13][CH2:12]1.CCOC(C)=O.CCCCCC. Given the product [Cl:1][C:2]1[CH:7]=[CH:6][CH:5]=[C:4]2[C:3]=1[CH:8]=[C:9]1[CH2:10][C:11]3([CH2:12][O:13][C:14]([CH3:18])([CH3:17])[O:15][CH2:16]3)[CH2:19][C:20]1=[C:21]2[C:22](=[O:27])[C:23]([CH3:26])([CH3:25])[CH3:24], predict the reactants needed to synthesize it. (9) Given the product [Cl:15][C:2]1[C:3](=[O:11])[NH:4][C:5]2[C:10]([N:1]=1)=[CH:9][CH:8]=[CH:7][CH:6]=2, predict the reactants needed to synthesize it. The reactants are: [NH:1]1[C:10]2[C:5](=[CH:6][CH:7]=[CH:8][CH:9]=2)[NH:4][C:3](=[O:11])[C:2]1=O.O=S(Cl)[Cl:15].C1(C)C=CC=CC=1. (10) Given the product [Cl:1][C:2]1[CH2:3][CH2:4][C:5]2[C:11](=[O:12])[NH:10][C:9]3[CH:13]=[C:14]([CH2:17][CH2:18][OH:19])[CH:15]=[CH:16][C:8]=3[NH:7][C:6]=2[CH:22]=1, predict the reactants needed to synthesize it. The reactants are: [Cl:1][C:2]1[CH:3]=[CH:4][C:5]2[C:11](=[O:12])[NH:10][C:9]3[CH:13]=[C:14]([CH2:17][C:18](OC)=[O:19])[CH:15]=[CH:16][C:8]=3[NH:7][C:6]=2[CH:22]=1.[H-].[H-].[H-].[H-].[Li+].[Al+3].